From a dataset of Full USPTO retrosynthesis dataset with 1.9M reactions from patents (1976-2016). Predict the reactants needed to synthesize the given product. (1) Given the product [C:6]([O:10][C:11]([N:13]1[CH2:16][CH:15]([C:17]([N:1]2[CH2:5][CH2:4][CH2:3][CH2:2]2)=[O:18])[CH2:14]1)=[O:12])([CH3:9])([CH3:8])[CH3:7], predict the reactants needed to synthesize it. The reactants are: [NH:1]1[CH2:5][CH2:4][CH2:3][CH2:2]1.[C:6]([O:10][C:11]([N:13]1[CH2:16][CH:15]([C:17](O)=[O:18])[CH2:14]1)=[O:12])([CH3:9])([CH3:8])[CH3:7].CN(C(ON1N=NC2C=CC=NC1=2)=[N+](C)C)C.F[P-](F)(F)(F)(F)F.CCN(C(C)C)C(C)C. (2) Given the product [Cl:17][C:18]1[C:19]([O:46][CH:45]2[CH2:40][CH:39]3[CH2:44][CH:35]2[CH:42]2[CH:38]3[CH2:37][CH2:43][CH2:41]2)=[CH:20][C:21]([F:33])=[C:22]([CH:32]=1)[C:23]([NH:25][S:26](=[O:31])(=[O:30])[N:27]([CH3:29])[CH3:28])=[O:24], predict the reactants needed to synthesize it. The reactants are: ClC1C(F)=CC(F)=C(C=1)C(NS(C)(=O)=O)=O.[Cl:17][C:18]1[C:19](F)=[CH:20][C:21]([F:33])=[C:22]([CH:32]=1)[C:23]([NH:25][S:26](=[O:31])(=[O:30])[N:27]([CH3:29])[CH3:28])=[O:24].[C:35]12([CH2:45][OH:46])[CH2:44][CH:39]3[CH2:40][CH:41]([CH2:43][CH:37]([CH2:38]3)C1)[CH2:42]2. (3) Given the product [Br:1][C:2]1[CH:10]=[CH:9][CH:8]=[C:7]2[C:3]=1[C:4]([CH:11]=[O:12])=[CH:5][N:6]2[CH2:17][CH2:16][Cl:15], predict the reactants needed to synthesize it. The reactants are: [Br:1][C:2]1[CH:10]=[CH:9][CH:8]=[C:7]2[C:3]=1[C:4]([CH:11]=[O:12])=[CH:5][NH:6]2.[H-].[Na+].[Cl:15][CH2:16][CH2:17]I.C(OCC)(=O)C.